From a dataset of Full USPTO retrosynthesis dataset with 1.9M reactions from patents (1976-2016). Predict the reactants needed to synthesize the given product. (1) Given the product [Br:18][C:20]1[CH:24]=[CH:2][C:3]([CH2:4][C:5]([CH3:8])([OH:19])[CH3:6])=[CH:22][CH:21]=1, predict the reactants needed to synthesize it. The reactants are: Br[C:2]1C=[CH:6][C:5]([CH2:8]C(OCC)=O)=[CH:4][CH:3]=1.N#N.C[Mg][Br:18].[OH2:19].[CH2:20]1[CH2:24]O[CH2:22][CH2:21]1. (2) Given the product [C:37]([O:36][C:34](=[O:35])[N:22]([CH2:21][CH:10]1[CH:9]([S:52]([C:42]2[CH:41]=[CH:46][C:45]([Cl:47])=[CH:44][CH:43]=2)(=[O:56])=[O:54])[C:18]2[C:13](=[C:14]([F:20])[CH:15]=[CH:16][C:17]=2[F:19])[O:12][CH2:11]1)[CH2:23][CH2:24][OH:25])([CH3:38])([CH3:39])[CH3:40], predict the reactants needed to synthesize it. The reactants are: ClC1C=CC(S[CH:9]2[C:18]3[C:13](=[C:14]([F:20])[CH:15]=[CH:16][C:17]=3[F:19])[O:12][CH2:11][CH:10]2[CH2:21][NH:22][CH2:23][CH2:24][OH:25])=CC=1.[CH3:38][C:37]([O:36][C:34](O[C:34]([O:36][C:37]([CH3:40])([CH3:39])[CH3:38])=[O:35])=[O:35])([CH3:40])[CH3:39].[CH:41]1[CH:46]=[C:45]([Cl:47])[CH:44]=[C:43](C(OO)=O)[CH:42]=1.[S:52]([O-:56])([O-])(=[O:54])=S.[Na+].[Na+]. (3) Given the product [C:1]([O:5][C:6]([N:8]1[CH2:13][CH2:12][CH:11]([NH:14][S:15]([C:18]2[C:27]3[C:22](=[CH:23][CH:24]=[CH:25][CH:26]=3)[C:21]([NH2:28])=[CH:20][CH:19]=2)(=[O:17])=[O:16])[CH2:10][CH2:9]1)=[O:7])([CH3:4])([CH3:2])[CH3:3], predict the reactants needed to synthesize it. The reactants are: [C:1]([O:5][C:6]([N:8]1[CH2:13][CH2:12][CH:11]([NH:14][S:15]([C:18]2[C:27]3[C:22](=[CH:23][CH:24]=[CH:25][CH:26]=3)[C:21]([N:28]3C(=O)C4C(=CC=CC=4)C3=O)=[CH:20][CH:19]=2)(=[O:17])=[O:16])[CH2:10][CH2:9]1)=[O:7])([CH3:4])([CH3:3])[CH3:2].COC1C=CC(NS(C2C3C(=CC=CC=3)C(N3C(=O)C4C(=CC=CC=4)C3=O)=CC=2)(=O)=O)=CC=1.